This data is from Reaction yield outcomes from USPTO patents with 853,638 reactions. The task is: Predict the reaction yield, written as a fraction of the theoretical maximum amount of product (1.0 means a 100% yield; for example, 0.34 means a 34% yield). (1) The reactants are Br[C:2]1[C:7](=[O:8])[C:6]([O:9][CH3:10])=[CH:5][N:4]([C:11]2[C:24]([F:25])=[CH:23][C:14]3[O:15][C:16]([F:22])([F:21])[C:17]([F:20])([F:19])[O:18][C:13]=3[CH:12]=2)[N:3]=1.[C:26]1([N:32]2[C:36](B3OC(C)(C)C(C)(C)O3)=[CH:35][CH:34]=[N:33]2)[CH:31]=[CH:30][CH:29]=[CH:28][CH:27]=1.C([O-])([O-])=O.[K+].[K+]. The catalyst is C1(C)C=CC=CC=1.O.[Cl-].[Na+].O.C([O-])(O)=O.[Na+]. The product is [CH3:10][O:9][C:6]1[C:7](=[O:8])[C:2]([C:36]2[N:32]([C:26]3[CH:27]=[CH:28][CH:29]=[CH:30][CH:31]=3)[N:33]=[CH:34][CH:35]=2)=[N:3][N:4]([C:11]2[C:24]([F:25])=[CH:23][C:14]3[O:15][C:16]([F:22])([F:21])[C:17]([F:20])([F:19])[O:18][C:13]=3[CH:12]=2)[CH:5]=1. The yield is 0.660. (2) The yield is 0.567. The reactants are [C@H:1]1([N:13]2[CH2:18][CH2:17][CH:16]([NH:19][C:20]3[CH:25]=[CH:24][CH:23]=[CH:22][C:21]=3[NH:26][CH2:27][C:28]([NH:30][CH3:31])=[O:29])[CH2:15][CH2:14]2)[C:11]2=[C:12]3[C:7](=[CH:8][CH:9]=[CH:10]2)[CH:6]=[CH:5][CH:4]=[C:3]3[CH2:2]1.CN1C=CN=C1.[C:38](OC(OC(C)(C)C)=O)(OC(C)(C)C)=[O:39]. The catalyst is C(#N)C. The product is [C@H:1]1([N:13]2[CH2:18][CH2:17][CH:16]([N:19]3[C:20]4[CH:25]=[CH:24][CH:23]=[CH:22][C:21]=4[N:26]([CH2:27][C:28]([NH:30][CH3:31])=[O:29])[C:38]3=[O:39])[CH2:15][CH2:14]2)[C:11]2=[C:12]3[C:7](=[CH:8][CH:9]=[CH:10]2)[CH:6]=[CH:5][CH:4]=[C:3]3[CH2:2]1.